From a dataset of Full USPTO retrosynthesis dataset with 1.9M reactions from patents (1976-2016). Predict the reactants needed to synthesize the given product. (1) Given the product [C:22]([O:21][C:19]([N:26]1[CH2:31][CH2:30][CH:29]([NH:1][C@H:2]([C:13]2[CH:18]=[CH:17][CH:16]=[CH:15][CH:14]=2)[CH2:3][NH:5][C:6]2[CH:11]=[CH:10][C:9]([F:12])=[CH:8][CH:7]=2)[CH2:28][CH2:27]1)=[O:20])([CH3:25])([CH3:23])[CH3:24], predict the reactants needed to synthesize it. The reactants are: [NH2:1][C@H:2]([C:13]1[CH:18]=[CH:17][CH:16]=[CH:15][CH:14]=1)[C:3]([NH:5][C:6]1[CH:11]=[CH:10][C:9]([F:12])=[CH:8][CH:7]=1)=O.[C:19]([N:26]1[CH2:31][CH2:30][CH2:29][CH2:28][C:27]1=O)([O:21][C:22]([CH3:25])([CH3:24])[CH3:23])=[O:20].[BH-](OC(C)=O)(OC(C)=O)OC(C)=O.[Na+]. (2) Given the product [CH2:2]([O:4][C:5](=[O:9])[CH2:6][CH2:7][C:11]1[CH:12]=[C:13]([C:14]#[N:15])[CH:16]=[CH:17][N:18]=1)[CH3:3], predict the reactants needed to synthesize it. The reactants are: [Br-].[CH2:2]([O:4][C:5](=[O:9])[CH2:6][CH2:7][Zn+])[CH3:3].Cl[C:11]1[CH:12]=[C:13]([CH:16]=[CH:17][N:18]=1)[C:14]#[N:15].C1(C)C=CC=CC=1. (3) Given the product [CH3:27][C:25]1([CH3:26])[S:24](=[O:29])(=[O:28])[C@@H:23]2[CH2:30][C@H:31]([CH3:32])[O:33][C:36]3[CH:37]=[CH:38][C:39]([N+:41]([O-:43])=[O:42])=[CH:40][C:35]=3[C@@:22]2([CH3:34])[N:21]=[C:20]1[N:12]([C:10]([O:9][C:5]([CH3:8])([CH3:7])[CH3:6])=[O:11])[C:13](=[O:19])[O:14][C:15]([CH3:16])([CH3:18])[CH3:17], predict the reactants needed to synthesize it. The reactants are: C(=O)([O-])N.[C:5]([O:9][C:10]([N:12]([C:20]1[C:25]([CH3:27])([CH3:26])[S:24](=[O:29])(=[O:28])[C@@H:23]([CH2:30][C@@H:31]([OH:33])[CH3:32])[C@:22]([C:35]2[CH:40]=[C:39]([N+:41]([O-:43])=[O:42])[CH:38]=[CH:37][C:36]=2F)([CH3:34])[N:21]=1)[C:13](=[O:19])[O:14][C:15]([CH3:18])([CH3:17])[CH3:16])=[O:11])([CH3:8])([CH3:7])[CH3:6].C(=O)([O-])[O-].[Cs+].[Cs+].